This data is from Full USPTO retrosynthesis dataset with 1.9M reactions from patents (1976-2016). The task is: Predict the reactants needed to synthesize the given product. (1) Given the product [CH3:41][N:38]1[CH2:37][CH2:36][N:35]([S:32]([C:30]2[S:31][C:27]([C:2]#[C:1][C:3]3[CH:4]=[N:5][N:6]4[C:11]([C:12]([F:14])([F:13])[F:15])=[CH:10][C:9]([C:16]5[CH:21]=[CH:20][CH:19]=[C:18]([C:22]([F:25])([F:24])[F:23])[CH:17]=5)=[N:8][C:7]=34)=[CH:28][CH:29]=2)(=[O:34])=[O:33])[CH2:40][CH2:39]1, predict the reactants needed to synthesize it. The reactants are: [C:1]([C:3]1[CH:4]=[N:5][N:6]2[C:11]([C:12]([F:15])([F:14])[F:13])=[CH:10][C:9]([C:16]3[CH:21]=[CH:20][CH:19]=[C:18]([C:22]([F:25])([F:24])[F:23])[CH:17]=3)=[N:8][C:7]=12)#[CH:2].Br[C:27]1[S:31][C:30]([S:32]([N:35]2[CH2:40][CH2:39][N:38]([CH3:41])[CH2:37][CH2:36]2)(=[O:34])=[O:33])=[CH:29][CH:28]=1. (2) Given the product [CH3:1][N:2]([CH2:4][CH2:5][CH2:6][C@@:7]1([C:18]2[CH:23]=[CH:22][C:21]([F:24])=[CH:20][CH:19]=2)[O:11][CH2:10][C:9]2[CH:12]=[C:13]([C:16]#[N:17])[CH:14]=[CH:15][C:8]1=2)[CH3:3].[C:28]([OH:30])([C:27]([OH:32])=[O:31])=[O:29], predict the reactants needed to synthesize it. The reactants are: [CH3:1][N:2]([CH2:4][CH2:5][CH2:6][C@@:7]1([C:18]2[CH:23]=[CH:22][C:21]([F:24])=[CH:20][CH:19]=2)[O:11][CH2:10][C:9]2[CH:12]=[C:13]([C:16]#[N:17])[CH:14]=[CH:15][C:8]1=2)[CH3:3].O.O.[C:27]([OH:32])(=[O:31])[C:28]([OH:30])=[O:29]. (3) Given the product [CH2:1]([O:3][C:4](=[O:15])[CH2:5][NH:6][C:7]1[C:12]([CH:13]=[O:17])=[CH:11][CH:10]=[CH:9][N:8]=1)[CH3:2], predict the reactants needed to synthesize it. The reactants are: [CH2:1]([O:3][C:4](=[O:15])[CH2:5][NH:6][C:7]1[C:12]([C:13]#N)=[CH:11][CH:10]=[CH:9][N:8]=1)[CH3:2].[PH2]([O-])=[O:17].[Na+]. (4) Given the product [F:13][CH2:2][C:3]1[CH:12]=[CH:11][C:6]([C:7]([O:9][CH3:10])=[O:8])=[CH:5][CH:4]=1, predict the reactants needed to synthesize it. The reactants are: Br[CH2:2][C:3]1[CH:12]=[CH:11][C:6]([C:7]([O:9][CH3:10])=[O:8])=[CH:5][CH:4]=1.[F-:13].[K+].[Cl-].[NH4+]. (5) Given the product [CH3:35][C:34]([CH3:37])([CH3:36])[CH2:33][O:32][C:28]1[C:29]([F:31])=[CH:30][C:25]([C:23]2[N:24]=[C:20]([NH:19][C:17](=[O:18])[CH2:16][N:10]3[C:6]4[C:5](=[O:12])[N:4]([CH3:13])[C:3](=[O:14])[N:2]([CH3:1])[C:7]=4[CH:8]=[CH:9]3)[S:21][CH:22]=2)=[CH:26][C:27]=1[F:38], predict the reactants needed to synthesize it. The reactants are: [CH3:1][N:2]1[C:7]2[C:8](C)=[CH:9][NH:10][C:6]=2[C:5](=[O:12])[N:4]([CH3:13])[C:3]1=[O:14].Br[CH2:16][C:17]([NH:19][C:20]1[S:21][CH:22]=[C:23]([C:25]2[CH:30]=[C:29]([F:31])[C:28]([O:32][CH2:33][C:34]([CH3:37])([CH3:36])[CH3:35])=[C:27]([F:38])[CH:26]=2)[N:24]=1)=[O:18].[H-].[Na+]. (6) Given the product [Cl:1][C:2]1[CH:7]=[CH:6][CH:5]=[CH:4][C:3]=1[CH2:8]/[CH:9]=[CH:10]/[CH2:11][CH2:12][OH:13], predict the reactants needed to synthesize it. The reactants are: [Cl:1][C:2]1[CH:7]=[CH:6][CH:5]=[CH:4][C:3]=1[CH2:8]/[CH:9]=[CH:10]/[CH2:11][C:12](O)=[O:13].C1(C/C=C/CC(O)=O)C=CC=CC=1. (7) The reactants are: Br[C:2]1[CH:3]=[N:4][N:5]2[C:10]([C:11]3[CH:12]=[C:13]([NH:17][C:18](=[O:23])[CH2:19][CH:20]([CH3:22])[CH3:21])[CH:14]=[CH:15][CH:16]=3)=[CH:9][CH:8]=[N:7][C:6]=12.[C:24]1([C:33]2[CH:38]=[CH:37][CH:36]=[CH:35][CH:34]=2)[CH:29]=[CH:28][CH:27]=[C:26](B(O)O)[CH:25]=1. Given the product [C:24]1([C:33]2[CH:34]=[CH:35][CH:36]=[CH:37][CH:38]=2)[CH:29]=[CH:28][CH:27]=[C:26]([C:2]2[CH:3]=[N:4][N:5]3[C:10]([C:11]4[CH:12]=[C:13]([NH:17][C:18](=[O:23])[CH2:19][CH:20]([CH3:22])[CH3:21])[CH:14]=[CH:15][CH:16]=4)=[CH:9][CH:8]=[N:7][C:6]=23)[CH:25]=1, predict the reactants needed to synthesize it. (8) Given the product [C:1]([O:5][C:6](=[O:19])[NH:7][C:8]1[CH:13]=[CH:12][C:11]([C:14]([F:17])([F:16])[F:15])=[CH:10][C:9]=1[NH:18][C:25](=[O:24])[CH2:26][C:27]([C:29]1[CH:34]=[CH:33][CH:32]=[C:31]([C:35]2[CH:36]=[N:37][C:38]([CH:41]([CH3:42])[CH3:43])=[CH:39][CH:40]=2)[CH:30]=1)=[O:28])([CH3:4])([CH3:2])[CH3:3], predict the reactants needed to synthesize it. The reactants are: [C:1]([O:5][C:6](=[O:19])[NH:7][C:8]1[CH:13]=[CH:12][C:11]([C:14]([F:17])([F:16])[F:15])=[CH:10][C:9]=1[NH2:18])([CH3:4])([CH3:3])[CH3:2].C([O:24][C:25](=O)[CH2:26][C:27]([C:29]1[CH:34]=[CH:33][CH:32]=[C:31]([C:35]2[CH:36]=[N:37][C:38]([CH:41]([CH3:43])[CH3:42])=[CH:39][CH:40]=2)[CH:30]=1)=[O:28])(C)(C)C. (9) Given the product [C:21]([O:20][C:18]([N:17]1[CH2:16][CH:15]([CH2:25][N:37]=[N+:38]=[N-:39])[O:14][C:13]2[C:8]([C:3]3[CH:4]=[CH:5][CH:6]=[CH:7][C:2]=3[Cl:1])=[CH:9][CH:10]=[CH:11][C:12]1=2)=[O:19])([CH3:24])([CH3:23])[CH3:22], predict the reactants needed to synthesize it. The reactants are: [Cl:1][C:2]1[CH:7]=[CH:6][CH:5]=[CH:4][C:3]=1[C:8]1[C:13]2[O:14][CH:15]([CH2:25]OS(C3C=CC(C)=CC=3)(=O)=O)[CH2:16][N:17]([C:18]([O:20][C:21]([CH3:24])([CH3:23])[CH3:22])=[O:19])[C:12]=2[CH:11]=[CH:10][CH:9]=1.[N-:37]=[N+:38]=[N-:39].[Na+]. (10) Given the product [NH2:2][CH2:1][C:3]1[C:4](=[O:10])[NH:5][C:6]([CH3:12])=[CH:7][C:8]=1[CH3:9], predict the reactants needed to synthesize it. The reactants are: [C:1]([C:3]1[C:4](C)([OH:10])[NH:5][CH:6]=[CH:7][C:8]=1[CH3:9])#[N:2].[CH3:12]O.